The task is: Predict the product of the given reaction.. This data is from Forward reaction prediction with 1.9M reactions from USPTO patents (1976-2016). (1) Given the reactants [OH:1][CH:2]([C:19]1[CH:24]=[CH:23][CH:22]=[CH:21][CH:20]=1)[CH2:3][O:4][C:5]1[CH:18]=[CH:17][C:8]([CH:9]=[C:10]2[S:14][C:13](=[O:15])[NH:12][C:11]2=[O:16])=[CH:7][CH:6]=1.O.[BH4-].[Na+].C(O)(=O)C, predict the reaction product. The product is: [OH:1][CH:2]([C:19]1[CH:20]=[CH:21][CH:22]=[CH:23][CH:24]=1)[CH2:3][O:4][C:5]1[CH:18]=[CH:17][C:8]([CH2:9][CH:10]2[S:14][C:13](=[O:15])[NH:12][C:11]2=[O:16])=[CH:7][CH:6]=1. (2) Given the reactants [NH2:1][C:2]1[N:7]=[C:6](O)[CH:5]=[C:4]([C:9]2[CH:14]=[CH:13][N:12]=[CH:11][CH:10]=2)[N:3]=1.P(Cl)(Cl)([Cl:17])=O.CN(C)C1C=CC=CC=1, predict the reaction product. The product is: [Cl:17][C:6]1[CH:5]=[C:4]([C:9]2[CH:14]=[CH:13][N:12]=[CH:11][CH:10]=2)[N:3]=[C:2]([NH2:1])[N:7]=1. (3) Given the reactants [CH2:1]([O:3][C:4]([C:6]1[C:10](Br)=[C:9]([C:12]2C=C[C:15](F)=[CH:14][CH:13]=2)[N:8]([C:19]2[CH:24]=[CH:23][CH:22]=[CH:21][CH:20]=2)[C:7]=1[CH2:25][Br:26])=[O:5])[CH3:2].C(OC(C1C2C(=CC=CC=2)N(C2C=CC=CC=2)C=1C)=O)C, predict the reaction product. The product is: [CH2:1]([O:3][C:4]([C:6]1[C:10]2[C:9](=[CH:12][CH:13]=[CH:14][CH:15]=2)[N:8]([C:19]2[CH:24]=[CH:23][CH:22]=[CH:21][CH:20]=2)[C:7]=1[CH2:25][Br:26])=[O:5])[CH3:2].